This data is from Forward reaction prediction with 1.9M reactions from USPTO patents (1976-2016). The task is: Predict the product of the given reaction. (1) Given the reactants O1CCCC1.[O:6]([C:13]1[CH:14]=[C:15]([CH2:19][C:20](Cl)=[N:21][OH:22])[CH:16]=[CH:17][CH:18]=1)[C:7]1[CH:12]=[CH:11][CH:10]=[CH:9][CH:8]=1.[C:24]([C:26]1[C:27]([NH2:32])=[N:28][CH:29]=[CH:30][CH:31]=1)#[CH:25].C(N(CC)CC)C, predict the reaction product. The product is: [O:6]([C:13]1[CH:14]=[C:15]([CH:16]=[CH:17][CH:18]=1)[CH2:19][C:20]1[CH:25]=[C:24]([C:26]2[C:27]([NH2:32])=[N:28][CH:29]=[CH:30][CH:31]=2)[O:22][N:21]=1)[C:7]1[CH:12]=[CH:11][CH:10]=[CH:9][CH:8]=1. (2) The product is: [F:1][C:2]1[CH:7]=[CH:6][CH:5]=[CH:4][C:3]=1[C:8]1[O:12][N:11]=[CH:10][C:9]=1[C:13]([N:39]1[CH2:44][CH2:43][CH2:42][C@@H:41]([C:45]([OH:48])([CH3:47])[CH3:46])[CH2:40]1)=[O:15]. Given the reactants [F:1][C:2]1[CH:7]=[CH:6][CH:5]=[CH:4][C:3]=1[C:8]1[O:12][N:11]=[CH:10][C:9]=1[C:13]([OH:15])=O.CN(C(ON1N=NC2C=CC=CC1=2)=[N+](C)C)C.[B-](F)(F)(F)F.Cl.[NH:39]1[CH2:44][CH2:43][CH2:42][C@@H:41]([C:45]([OH:48])([CH3:47])[CH3:46])[CH2:40]1.C(N(CC)CC)C, predict the reaction product. (3) The product is: [F:26][C:25]([F:28])([F:27])[C:4]1[C:5]([C:13]([O:15][CH2:16][CH3:17])=[O:14])=[CH:6][N:7]2[C:12]=1[CH:11]=[CH:10][CH:9]=[CH:8]2. Given the reactants [F-].[K+].I[C:4]1[C:5]([C:13]([O:15][CH2:16][CH3:17])=[O:14])=[CH:6][N:7]2[C:12]=1[CH:11]=[CH:10][CH:9]=[CH:8]2.CN(C=O)C.C[Si](C)(C)[C:25]([F:28])([F:27])[F:26], predict the reaction product. (4) The product is: [Cl:8][C:5]1[CH:6]=[CH:7][C:2]([C@@:32]2([O:53][CH3:24])[C@H:31]([OH:30])[C@@H:36]([OH:37])[C@H:35]([OH:42])[C@@H:34]([CH2:47][OH:48])[O:33]2)=[CH:3][C:4]=1[CH2:9][C:10]1[CH:15]=[CH:14][C:13]([O:16][CH2:17][CH2:18][O:19][CH:20]2[CH2:22][CH2:21]2)=[CH:12][CH:11]=1. Given the reactants Br[C:2]1[CH:7]=[CH:6][C:5]([Cl:8])=[C:4]([CH2:9][C:10]2[CH:15]=[CH:14][C:13]([O:16][CH2:17][CH2:18][O:19][CH:20]3[CH2:22][CH2:21]3)=[CH:12][CH:11]=2)[CH:3]=1.[Li][CH2:24]CCC.C[Si](C)(C)[O:30][C@@H:31]1[C@@H:36]([O:37][Si](C)(C)C)[C@H:35]([O:42][Si](C)(C)C)[C@@H:34]([CH2:47][O:48][Si](C)(C)C)[O:33][C:32]1=[O:53], predict the reaction product. (5) Given the reactants [F:1][C:2]1[CH:9]=[CH:8][C:5]([CH:6]=O)=[CH:4][CH:3]=1.C([CH2:13][S:14]([CH2:17][S:18]([CH2:21][C:22](O)=O)(=[O:20])=[O:19])(=[O:16])=[O:15])(O)=O, predict the reaction product. The product is: [F:1][C:2]1[CH:9]=[CH:8][C:5](/[CH:6]=[CH:13]/[S:14]([CH2:17][S:18](/[CH:21]=[CH:22]/[C:5]2[CH:8]=[CH:9][C:2]([F:1])=[CH:3][CH:4]=2)(=[O:20])=[O:19])(=[O:16])=[O:15])=[CH:4][CH:3]=1. (6) Given the reactants [CH2:1]([C:12]1[N:16]=[C:15]([C:17]2[CH:24]=[CH:23][C:20]([CH:21]=O)=[CH:19][CH:18]=2)[O:14][N:13]=1)[CH2:2][CH2:3][CH2:4][CH2:5][CH2:6][CH2:7][CH2:8][CH2:9][CH2:10][CH3:11].[F:25][C:26]([F:36])([F:35])[C:27]1[CH:28]=[C:29]([CH:32]=[CH:33][CH:34]=1)[CH2:30][NH2:31], predict the reaction product. The product is: [F:25][C:26]([F:35])([F:36])[C:27]1[CH:28]=[C:29]([CH:32]=[CH:33][CH:34]=1)[CH2:30][NH:31][CH2:21][C:20]1[CH:23]=[CH:24][C:17]([C:15]2[O:14][N:13]=[C:12]([CH2:1][CH2:2][CH2:3][CH2:4][CH2:5][CH2:6][CH2:7][CH2:8][CH2:9][CH2:10][CH3:11])[N:16]=2)=[CH:18][CH:19]=1. (7) Given the reactants [C@@H:1]12[CH2:6][C@@H:5]1[CH2:4][NH:3][C@@H:2]2[CH2:7][NH:8][C:9]([C:11]1[N:18]2[C:14]([S:15][CH:16]=[CH:17]2)=[N:13][C:12]=1[CH3:19])=[O:10].[C:20]1([C:29]2[CH:34]=[CH:33][CH:32]=[CH:31][CH:30]=2)[C:21]([C:26](O)=[O:27])=[CH:22][CH:23]=[CH:24][CH:25]=1, predict the reaction product. The product is: [C:20]1([C:29]2[CH:34]=[CH:33][CH:32]=[CH:31][CH:30]=2)[C:21]([C:26]([N:3]2[CH2:4][C@@H:5]3[C@@H:1]([CH2:6]3)[C@H:2]2[CH2:7][NH:8][C:9]([C:11]2[N:18]3[C:14]([S:15][CH:16]=[CH:17]3)=[N:13][C:12]=2[CH3:19])=[O:10])=[O:27])=[CH:22][CH:23]=[CH:24][CH:25]=1. (8) Given the reactants [CH:1]([N:4]1[CH2:9][CH2:8][N:7]([C:10]2[N:15]=[CH:14][C:13]([C:16]3[CH:21]=[CH:20][C:19]([S:22]([N:25]4[CH2:34][CH2:33][C:28]5(OCC[O:29]5)[CH2:27][CH2:26]4)(=[O:24])=[O:23])=[CH:18][CH:17]=3)=[CH:12][CH:11]=2)[CH2:6][CH2:5]1)([CH3:3])[CH3:2].C([O-])(O)=O.[Na+].[ClH:40], predict the reaction product. The product is: [ClH:40].[ClH:40].[CH:1]([N:4]1[CH2:5][CH2:6][N:7]([C:10]2[N:15]=[CH:14][C:13]([C:16]3[CH:21]=[CH:20][C:19]([S:22]([N:25]4[CH2:34][CH2:33][C:28](=[O:29])[CH2:27][CH2:26]4)(=[O:24])=[O:23])=[CH:18][CH:17]=3)=[CH:12][CH:11]=2)[CH2:8][CH2:9]1)([CH3:3])[CH3:2]. (9) Given the reactants [C:1]([O:5][C:6]([N:8]1[CH2:14][CH2:13][C:12](=[O:15])[N:11]([CH2:16][CH2:17][CH:18]=O)[CH2:10][CH2:9]1)=[O:7])([CH3:4])([CH3:3])[CH3:2].Cl.[CH2:21]1[C:23]2([CH2:28][CH2:27][NH:26][CH2:25][CH:24]2[OH:29])[CH2:22]1.B.N1C=CC=CC=1, predict the reaction product. The product is: [C:1]([O:5][C:6]([N:8]1[CH2:14][CH2:13][C:12](=[O:15])[N:11]([CH2:16][CH2:17][CH2:18][N:26]2[CH2:27][CH2:28][C:23]3([CH2:21][CH2:22]3)[CH:24]([OH:29])[CH2:25]2)[CH2:10][CH2:9]1)=[O:7])([CH3:2])([CH3:3])[CH3:4].